This data is from Merck oncology drug combination screen with 23,052 pairs across 39 cell lines. The task is: Regression. Given two drug SMILES strings and cell line genomic features, predict the synergy score measuring deviation from expected non-interaction effect. (1) Drug 1: N#Cc1ccc(Cn2cncc2CN2CCN(c3cccc(Cl)c3)C(=O)C2)cc1. Drug 2: Cn1c(=O)n(-c2ccc(C(C)(C)C#N)cc2)c2c3cc(-c4cnc5ccccc5c4)ccc3ncc21. Cell line: A375. Synergy scores: synergy=49.1. (2) Drug 1: N#Cc1ccc(Cn2cncc2CN2CCN(c3cccc(Cl)c3)C(=O)C2)cc1. Drug 2: COC1CC2CCC(C)C(O)(O2)C(=O)C(=O)N2CCCCC2C(=O)OC(C(C)CC2CCC(OP(C)(C)=O)C(OC)C2)CC(=O)C(C)C=C(C)C(O)C(OC)C(=O)C(C)CC(C)C=CC=CC=C1C. Cell line: ES2. Synergy scores: synergy=26.7. (3) Drug 1: NC1CCCCC1N.O=C(O)C(=O)O.[Pt+2]. Drug 2: CCc1cnn2c(NCc3ccc[n+]([O-])c3)cc(N3CCCCC3CCO)nc12. Cell line: COLO320DM. Synergy scores: synergy=1.13. (4) Cell line: ZR751. Drug 1: CN(C)C(=N)N=C(N)N. Drug 2: O=C(NOCC(O)CO)c1ccc(F)c(F)c1Nc1ccc(I)cc1F. Synergy scores: synergy=-17.8. (5) Drug 1: O=S1(=O)NC2(CN1CC(F)(F)F)C1CCC2Cc2cc(C=CCN3CCC(C(F)(F)F)CC3)ccc2C1. Drug 2: Cn1cc(-c2cnn3c(N)c(Br)c(C4CCCNC4)nc23)cn1. Cell line: UACC62. Synergy scores: synergy=11.5. (6) Synergy scores: synergy=8.08. Drug 1: O=P1(N(CCCl)CCCl)NCCCO1. Drug 2: NC(=O)c1cccc2cn(-c3ccc(C4CCCNC4)cc3)nc12. Cell line: SKOV3.